Dataset: Full USPTO retrosynthesis dataset with 1.9M reactions from patents (1976-2016). Task: Predict the reactants needed to synthesize the given product. Given the product [CH3:1][O:2][C:3]1[CH:4]=[C:5]([C:11]2[O:15][N:14]=[C:13]([C:16]3[CH:17]=[CH:18][CH:19]=[C:20]4[C:24]=3[NH:23][CH:22]=[C:21]4[CH2:25][CH2:26][C:27]([OH:29])=[O:28])[N:12]=2)[CH:6]=[CH:7][C:8]=1[O:9][CH3:10], predict the reactants needed to synthesize it. The reactants are: [CH3:1][O:2][C:3]1[CH:4]=[C:5]([C:11]2[O:15][N:14]=[C:13]([C:16]3[CH:17]=[CH:18][CH:19]=[C:20]4[C:24]=3[NH:23][CH:22]=[C:21]4[CH2:25][CH2:26][C:27]([O:29]CC)=[O:28])[N:12]=2)[CH:6]=[CH:7][C:8]=1[O:9][CH3:10].[OH-].[Na+].